Task: Binary Classification. Given a drug SMILES string, predict its activity (active/inactive) in a high-throughput screening assay against a specified biological target.. Dataset: Choline transporter screen with 302,306 compounds (1) The molecule is Oc1cc(CCNC(CCc2ccc(O)cc2)C)ccc1O. The result is 1 (active). (2) The drug is Clc1cc(N2CCN(CC2)C(=O)CN(S(=O)(=O)C)c2c(OC)ccc(OC)c2)c(cc1)C. The result is 0 (inactive).